This data is from Full USPTO retrosynthesis dataset with 1.9M reactions from patents (1976-2016). The task is: Predict the reactants needed to synthesize the given product. (1) Given the product [CH3:16][N:15]([CH3:18])/[C:14](/[CH3:13])=[CH:34]\[C:33]([C:30]1[N:31]=[CH:32][N:25]2[C:24]3[CH:23]=[CH:22][CH:21]=[C:20]([CH2:19][CH2:18][N:15]4[CH2:14][CH2:13][CH:12]([C:8]5[CH:7]=[CH:6][CH:5]=[C:4]6[C:9]=5[CH:10]=[CH:11][C:2]([CH3:1])=[N:3]6)[CH2:17][CH2:16]4)[C:29]=3[O:28][CH2:27][C:26]=12)=[O:35], predict the reactants needed to synthesize it. The reactants are: [CH3:1][C:2]1[CH:11]=[CH:10][C:9]2[C:4](=[CH:5][CH:6]=[CH:7][C:8]=2[CH:12]2[CH2:17][CH2:16][N:15]([CH2:18][CH2:19][C:20]3[C:29]4[O:28][CH2:27][C:26]5=[C:30]([C:33](=[O:35])[CH3:34])[N:31]=[CH:32][N:25]5[C:24]=4[CH:23]=[CH:22][CH:21]=3)[CH2:14][CH2:13]2)[N:3]=1. (2) Given the product [CH3:1][O:2][C:3]1[CH:4]=[CH:5][C:6]2[CH2:7][CH2:8][CH2:9][NH:14][C:10](=[O:13])[C:11]=2[CH:12]=1, predict the reactants needed to synthesize it. The reactants are: [CH3:1][O:2][C:3]1[CH:12]=[C:11]2[C:6]([CH2:7][CH2:8][CH2:9][C:10]2=[O:13])=[CH:5][CH:4]=1.[N-:14]=[N+]=[N-].[Na+].C(=O)([O-])[O-].[Na+].[Na+]. (3) Given the product [Cl:1][C:2]1[CH:3]=[C:4]([C:8]2[C:17]3[C:12]4=[C:13]([CH2:28][CH2:29][N:11]4[C:10](=[O:30])[CH:9]=2)[CH:14]=[C:15]([CH:18]([C:21]2[CH:22]=[CH:23][C:24]([I:27])=[CH:25][CH:26]=2)[C:19]([OH:32])=[O:36])[CH:16]=3)[CH:5]=[CH:6][CH:7]=1, predict the reactants needed to synthesize it. The reactants are: [Cl:1][C:2]1[CH:3]=[C:4]([C:8]2[C:17]3[C:12]4=[C:13]([CH2:28][CH2:29][N:11]4[C:10](=[O:30])[CH:9]=2)[CH:14]=[C:15]([CH:18]([C:21]2[CH:26]=[CH:25][C:24]([I:27])=[CH:23][CH:22]=2)[C:19]#N)[CH:16]=3)[CH:5]=[CH:6][CH:7]=1.S(=O)(=O)(O)[OH:32].[OH2:36].